Predict which catalyst facilitates the given reaction. From a dataset of Catalyst prediction with 721,799 reactions and 888 catalyst types from USPTO. Reactant: [F:1][C:2]1[CH:30]=[CH:29][CH:28]=[CH:27][C:3]=1[CH2:4][N:5]([CH2:7][CH2:8][O:9][C:10]1[CH:15]=[CH:14][C:13]([C:16](=[O:26])[CH2:17][CH2:18][C:19]([O:21]C(C)(C)C)=[O:20])=[CH:12][CH:11]=1)[CH3:6].FC(F)(F)C(O)=O. Product: [F:1][C:2]1[CH:30]=[CH:29][CH:28]=[CH:27][C:3]=1[CH2:4][N:5]([CH2:7][CH2:8][O:9][C:10]1[CH:15]=[CH:14][C:13]([C:16](=[O:26])[CH2:17][CH2:18][C:19]([OH:21])=[O:20])=[CH:12][CH:11]=1)[CH3:6]. The catalyst class is: 4.